Predict the reaction yield, written as a fraction of the theoretical maximum amount of product (1.0 means a 100% yield; for example, 0.34 means a 34% yield). From a dataset of Reaction yield outcomes from USPTO patents with 853,638 reactions. (1) The reactants are [CH3:1][O:2][C:3]1[CH:8]=[CH:7][C:6]([CH:9](Br)[C:10]([C:12]2[CH:13]=[N:14][C:15]([O:18][CH3:19])=[CH:16][CH:17]=2)=[O:11])=[CH:5][CH:4]=1.[OH:21][C:22]([CH3:27])([CH3:26])[C:23]([OH:25])=[O:24]. No catalyst specified. The product is [OH:21][C:22]([CH3:27])([CH3:26])[C:23]([O:25][CH:9]([C:6]1[CH:7]=[CH:8][C:3]([O:2][CH3:1])=[CH:4][CH:5]=1)[C:10]([C:12]1[CH:13]=[N:14][C:15]([O:18][CH3:19])=[CH:16][CH:17]=1)=[O:11])=[O:24]. The yield is 0.517. (2) The reactants are [F:1][C:2]1[CH:7]=[CH:6][C:5]([F:8])=[CH:4][C:3]=1[C:9]1[N:13]=[C:12]([C@H:14]([N:19]([CH2:27][C@H:28]2[C@@H:32]([F:33])[CH2:31][N:30](C(OCC3C=CC=CC=3)=O)[CH2:29]2)[C:20]([C@@H:22]2[CH2:26][CH2:25][CH2:24][O:23]2)=[O:21])[C:15]([CH3:18])([CH3:17])[CH3:16])[N:11]([CH2:44][C:45]2[CH:50]=[CH:49][CH:48]=[C:47]([F:51])[CH:46]=2)[N:10]=1. The catalyst is CCOC(C)=O.[Pd]. The product is [F:1][C:2]1[CH:7]=[CH:6][C:5]([F:8])=[CH:4][C:3]=1[C:9]1[N:13]=[C:12]([C@H:14]([N:19]([CH2:27][C@H:28]2[C@@H:32]([F:33])[CH2:31][NH:30][CH2:29]2)[C:20]([C@@H:22]2[CH2:26][CH2:25][CH2:24][O:23]2)=[O:21])[C:15]([CH3:16])([CH3:18])[CH3:17])[N:11]([CH2:44][C:45]2[CH:50]=[CH:49][CH:48]=[C:47]([F:51])[CH:46]=2)[N:10]=1. The yield is 0.104. (3) The reactants are [F:1][C:2]1[CH:7]=[CH:6][C:5]([C:8]2[N:12]([CH3:13])[N:11]=[CH:10][C:9]=2[CH:14]=O)=[CH:4][CH:3]=1.C(O)(=O)[CH2:17][C:18]([OH:20])=[O:19].N1CCCCC1.[OH-].[Na+]. The catalyst is C1(C)C=CC=CC=1.COCCOCCOC. The product is [F:1][C:2]1[CH:3]=[CH:4][C:5]([C:8]2[N:12]([CH3:13])[N:11]=[CH:10][C:9]=2/[CH:14]=[CH:17]/[C:18]([OH:20])=[O:19])=[CH:6][CH:7]=1. The yield is 0.900. (4) The reactants are [CH3:1][O:2][C:3]1[CH:29]=[CH:28][C:6]([CH2:7][N:8]([C:23]2[S:24][CH:25]=[CH:26][N:27]=2)[S:9]([C:12]2[CH:13]=[CH:14][C:15]3[NH:20][CH:19]([CH3:21])[CH2:18][O:17][C:16]=3[CH:22]=2)(=[O:11])=[O:10])=[CH:5][CH:4]=1.F[C:31]1[CH:38]=[CH:37][C:36]([C:39]([F:42])([F:41])[F:40])=[CH:35][C:32]=1[C:33]#[N:34].C([O-])([O-])=O.[Cs+].[Cs+].O. The catalyst is CN(C)C=O. The product is [C:33]([C:32]1[CH:35]=[C:36]([C:39]([F:40])([F:41])[F:42])[CH:37]=[CH:38][C:31]=1[N:20]1[CH:19]([CH3:21])[CH2:18][O:17][C:16]2[CH:22]=[C:12]([S:9]([N:8]([CH2:7][C:6]3[CH:5]=[CH:4][C:3]([O:2][CH3:1])=[CH:29][CH:28]=3)[C:23]3[S:24][CH:25]=[CH:26][N:27]=3)(=[O:11])=[O:10])[CH:13]=[CH:14][C:15]1=2)#[N:34]. The yield is 0.560. (5) The reactants are [N:1]12[CH2:8][CH2:7][C:4]([C:9]([C:19]3[CH:24]=[CH:23][CH:22]=[C:21]([O:25][CH3:26])[CH:20]=3)([C:11]3[CH:16]=[CH:15][CH:14]=[C:13]([O:17][CH3:18])[CH:12]=3)[OH:10])([CH2:5][CH2:6]1)[CH2:3][CH2:2]2.[C:27]1([CH2:33][O:34][CH2:35][CH2:36][Br:37])[CH:32]=[CH:31][CH:30]=[CH:29][CH:28]=1. The catalyst is CC#N. The product is [Br-:37].[OH:10][C:9]([C:19]1[CH:24]=[CH:23][CH:22]=[C:21]([O:25][CH3:26])[CH:20]=1)([C:11]1[CH:16]=[CH:15][CH:14]=[C:13]([O:17][CH3:18])[CH:12]=1)[C:4]12[CH2:5][CH2:6][N+:1]([CH2:36][CH2:35][O:34][CH2:33][C:27]3[CH:32]=[CH:31][CH:30]=[CH:29][CH:28]=3)([CH2:2][CH2:3]1)[CH2:8][CH2:7]2. The yield is 0.338. (6) The product is [CH3:17][C:11]([O:9][C:4]1[CH:5]=[CH:6][CH:7]=[CH:8][C:3]=1[S:2][CH3:1])([CH3:18])[C:12]([O:14][CH2:15][CH3:16])=[O:13]. The yield is 0.630. The catalyst is C(Cl)(Cl)Cl. The reactants are [CH3:1][S:2][C:3]1[CH:8]=[CH:7][CH:6]=[CH:5][C:4]=1[OH:9].Br[C:11]([CH3:18])([CH3:17])[C:12]([O:14][CH2:15][CH3:16])=[O:13].C([O-])([O-])=O.[K+].[K+].O.